Dataset: Catalyst prediction with 721,799 reactions and 888 catalyst types from USPTO. Task: Predict which catalyst facilitates the given reaction. (1) Reactant: [CH:1]1[CH:2]=[CH:3][C:4]2[S:9][N:8]=[C:7]([N:10]3[CH2:15][CH2:14][N:13]([CH2:16][CH2:17][C:18]4[CH:19]=[C:20]5[CH2:28][C:26](=[O:27])[NH:25][C:21]5=[CH:22][C:23]=4[Cl:24])[CH2:12][CH2:11]3)[C:5]=2[CH:6]=1.[ClH:29]. Product: [CH:1]1[CH:2]=[CH:3][C:4]2[S:9][N:8]=[C:7]([N:10]3[CH2:11][CH2:12][N:13]([CH2:16][CH2:17][C:18]4[CH:19]=[C:20]5[CH2:28][C:26](=[O:27])[NH:25][C:21]5=[CH:22][C:23]=4[Cl:24])[CH2:14][CH2:15]3)[C:5]=2[CH:6]=1.[ClH:29]. The catalyst class is: 5. (2) Reactant: [CH:1]([O:4][C:5]([O:7][CH:8]([O:10][C:11]([C:13]1[N:14]=[C:15]([C:44]([F:47])([F:46])[F:45])[N:16]2[CH2:21][CH2:20][N:19]([C:22](=[O:43])[CH2:23][C@H:24]([NH:35]C(OC(C)(C)C)=O)[CH2:25][C:26]3[CH:31]=[C:30]([F:32])[C:29]([F:33])=[CH:28][C:27]=3[F:34])[CH2:18][C:17]=12)=[O:12])[CH3:9])=[O:6])([CH3:3])[CH3:2].[ClH:48]. Product: [ClH:48].[CH:1]([O:4][C:5]([O:7][CH:8]([O:10][C:11]([C:13]1[N:14]=[C:15]([C:44]([F:45])([F:46])[F:47])[N:16]2[CH2:21][CH2:20][N:19]([C:22](=[O:43])[CH2:23][C@H:24]([NH2:35])[CH2:25][C:26]3[CH:31]=[C:30]([F:32])[C:29]([F:33])=[CH:28][C:27]=3[F:34])[CH2:18][C:17]=12)=[O:12])[CH3:9])=[O:6])([CH3:2])[CH3:3].[ClH:48].[CH:1]([O:4][C:5]([O:7][CH:8]([O:10][C:11]([C:13]1[N:14]=[C:15]([C:44]([F:45])([F:46])[F:47])[N:16]2[CH2:21][CH2:20][N:19]([C:22](=[O:43])[CH2:23][CH:24]([NH2:35])[CH2:25][C:26]3[CH:31]=[C:30]([F:32])[C:29]([F:33])=[CH:28][C:27]=3[F:34])[CH2:18][C:17]=12)=[O:12])[CH3:9])=[O:6])([CH3:2])[CH3:3]. The catalyst class is: 13. (3) Product: [Cl:49][CH2:50][CH2:51][NH:1][C@:2]12[CH2:45][CH2:44][C@@H:43]([C:46]([CH3:48])=[CH2:47])[C@@H:3]1[C@@H:4]1[C@@:17]([CH3:20])([CH2:18][CH2:19]2)[C@@:16]2([CH3:21])[C@@H:7]([C@:8]3([CH3:42])[C@@H:13]([CH2:14][CH2:15]2)[C:12]([CH3:22])([CH3:23])[C:11]([C:24]2[CH2:29][CH2:28][C@@:27]([CH2:40][F:41])([C:30]([O:32][CH2:33][C:34]4[CH:35]=[CH:36][CH:37]=[CH:38][CH:39]=4)=[O:31])[CH2:26][CH:25]=2)=[CH:10][CH2:9]3)[CH2:6][CH2:5]1. Reactant: [NH2:1][C@:2]12[CH2:45][CH2:44][C@@H:43]([C:46]([CH3:48])=[CH2:47])[C@@H:3]1[C@@H:4]1[C@@:17]([CH3:20])([CH2:18][CH2:19]2)[C@@:16]2([CH3:21])[C@@H:7]([C@:8]3([CH3:42])[C@@H:13]([CH2:14][CH2:15]2)[C:12]([CH3:23])([CH3:22])[C:11]([C:24]2[CH2:29][CH2:28][C@@:27]([CH2:40][F:41])([C:30]([O:32][CH2:33][C:34]4[CH:39]=[CH:38][CH:37]=[CH:36][CH:35]=4)=[O:31])[CH2:26][CH:25]=2)=[CH:10][CH2:9]3)[CH2:6][CH2:5]1.[Cl:49][CH2:50][CH:51]=O.C(=O)(O)[O-].[Na+]. The catalyst class is: 130. (4) Reactant: [CH3:1][O:2][C:3](=[O:8])[CH2:4][C:5](Cl)=[O:6].[F:9][C:10]1[CH:15]=[CH:14][C:13]([C:16]2[C:20]3=[N:21][CH:22]=[C:23]([CH3:25])[CH:24]=[C:19]3[NH:18][C:17]=2[C:26]2[CH:31]=[CH:30][N:29]=[C:28]([NH2:32])[CH:27]=2)=[CH:12][CH:11]=1.[Cl-].[NH4+]. Product: [CH3:1][O:2][C:3](=[O:8])[CH2:4][C:5]([NH:32][C:28]1[CH:27]=[C:26]([C:17]2[NH:18][C:19]3[C:20](=[N:21][CH:22]=[C:23]([CH3:25])[CH:24]=3)[C:16]=2[C:13]2[CH:14]=[CH:15][C:10]([F:9])=[CH:11][CH:12]=2)[CH:31]=[CH:30][N:29]=1)=[O:6]. The catalyst class is: 17. (5) Product: [CH3:13][CH:14]1[CH2:19][CH2:18][CH2:17][CH2:16][CH:15]1[NH:20][C:4]([CH2:3][CH:2]([C:7]([NH:20][CH:15]1[CH2:16][CH2:17][CH2:18][CH2:19][CH:14]1[CH3:13])=[O:9])[CH2:1][C:10]([NH:20][CH:15]1[CH2:16][CH2:17][CH2:18][CH2:19][CH:14]1[CH3:13])=[O:12])=[O:6]. The catalyst class is: 113. Reactant: [CH2:1]([C:10]([OH:12])=O)[CH:2]([C:7]([OH:9])=O)[CH2:3][C:4]([OH:6])=O.[CH3:13][CH:14]1[CH2:19][CH2:18][CH2:17][CH2:16][CH:15]1[NH2:20].